Dataset: Reaction yield outcomes from USPTO patents with 853,638 reactions. Task: Predict the reaction yield, written as a fraction of the theoretical maximum amount of product (1.0 means a 100% yield; for example, 0.34 means a 34% yield). (1) The reactants are C1([C@@H]([NH:9][C@H:10]2[C@H:15]([C:16]([O:18][CH2:19][CH3:20])=[O:17])[CH2:14][CH2:13][N:12]([C:21]([O:23][C:24]([CH3:27])([CH3:26])[CH3:25])=[O:22])[CH2:11]2)C)C=CC=CC=1. The catalyst is CO.[Pd]. The product is [NH2:9][C@H:10]1[C@H:15]([C:16]([O:18][CH2:19][CH3:20])=[O:17])[CH2:14][CH2:13][N:12]([C:21]([O:23][C:24]([CH3:25])([CH3:27])[CH3:26])=[O:22])[CH2:11]1. The yield is 0.920. (2) The reactants are [OH:1][C:2]1[CH:3]=[C:4]([CH:7]=[CH:8][CH:9]=1)[CH2:5][OH:6].Cl[C:11]1[N:16]=[CH:15][C:14]([Br:17])=[CH:13][N:12]=1.C(=O)([O-])[O-].[Cs+].[Cs+]. The catalyst is CS(C)=O. The product is [Br:17][C:14]1[CH:13]=[N:12][C:11]([O:1][C:2]2[CH:3]=[C:4]([CH2:5][OH:6])[CH:7]=[CH:8][CH:9]=2)=[N:16][CH:15]=1. The yield is 0.230. (3) The reactants are Cl[C:2]1[C:11]2[C:6](=[CH:7][C:8]3[CH:15]=[CH:14][CH:13]=[CH:12][C:9]=3[CH:10]=2)[N:5]=[CH:4][C:3]=1[C:16]#[N:17].[Cl:18][C:19]1[CH:20]=[C:21]([CH:23]=[CH:24][C:25]=1[F:26])[NH2:22].Cl.N1C=CC=CC=1. The catalyst is C(OCCO)C. The product is [Cl:18][C:19]1[CH:20]=[C:21]([CH:23]=[CH:24][C:25]=1[F:26])[NH:22][C:2]1[C:11]2[C:6](=[CH:7][C:8]3[CH:15]=[CH:14][CH:13]=[CH:12][C:9]=3[CH:10]=2)[N:5]=[CH:4][C:3]=1[C:16]#[N:17]. The yield is 0.779. (4) The reactants are [C:1]([O:4][C:5]1[CH:13]=[CH:12][C:11]([Br:14])=[CH:10][C:6]=1[C:7]([OH:9])=O)(=[O:3])[CH3:2].[NH2:15][C:16]1[O:17][C:18]([CH2:23][CH3:24])=[C:19]([CH2:21][CH3:22])[N:20]=1. No catalyst specified. The product is [C:1]([O:4][C:5]1[CH:13]=[CH:12][C:11]([Br:14])=[CH:10][C:6]=1[C:7]([NH:15][C:16]1[O:17][C:18]([CH2:23][CH3:24])=[C:19]([CH2:21][CH3:22])[N:20]=1)=[O:9])(=[O:3])[CH3:2]. The yield is 0.220. (5) The reactants are [C:1]([C:3]1[N:8]=[C:7]([CH2:9][P:10](=[O:17])([O:14][CH2:15][CH3:16])[O:11][CH2:12][CH3:13])[CH:6]=[CH:5][CH:4]=1)#[N:2].[C:18](OC)(=[O:26])[C:19]1[C:20](=[CH:22][CH:23]=[CH:24][CH:25]=1)[SH:21].C(N(CC)CC)C. The catalyst is C1(C)C=CC=CC=1. The product is [O:26]=[C:18]1[C:19]2[CH:25]=[CH:24][CH:23]=[CH:22][C:20]=2[S:21][C:1]([C:3]2[N:8]=[C:7]([CH2:9][P:10](=[O:17])([O:11][CH2:12][CH3:13])[O:14][CH2:15][CH3:16])[CH:6]=[CH:5][CH:4]=2)=[N:2]1. The yield is 0.220. (6) The reactants are [Li+].[OH-].C[O:4][C:5](=[O:32])[CH:6]([N:8]1[CH:12]=[C:11]([C:13]2[CH:14]=[N:15][C:16]([NH2:31])=[C:17]([O:19][CH:20]([C:22]3[C:27]([Cl:28])=[CH:26][CH:25]=[C:24]([F:29])[C:23]=3[Cl:30])[CH3:21])[CH:18]=2)[CH:10]=[N:9]1)[CH3:7].C1COCC1.CO. The catalyst is O. The product is [NH2:31][C:16]1[N:15]=[CH:14][C:13]([C:11]2[CH:10]=[N:9][N:8]([CH:6]([CH3:7])[C:5]([OH:32])=[O:4])[CH:12]=2)=[CH:18][C:17]=1[O:19][CH:20]([C:22]1[C:27]([Cl:28])=[CH:26][CH:25]=[C:24]([F:29])[C:23]=1[Cl:30])[CH3:21]. The yield is 1.00. (7) The reactants are [O:1]1[C:5]2([CH2:10][CH2:9][C:8]([C:11]3[C:19]4[C:14](=[CH:15][CH:16]=[CH:17][CH:18]=4)[NH:13][C:12]=3[CH3:20])=[CH:7][CH2:6]2)[O:4][CH2:3][CH2:2]1. The catalyst is [Pd].C(O)C. The product is [O:4]1[C:5]2([CH2:6][CH2:7][CH:8]([C:11]3[C:19]4[C:14](=[CH:15][CH:16]=[CH:17][CH:18]=4)[NH:13][C:12]=3[CH3:20])[CH2:9][CH2:10]2)[O:1][CH2:2][CH2:3]1. The yield is 0.970.